Dataset: Peptide-MHC class II binding affinity with 134,281 pairs from IEDB. Task: Regression. Given a peptide amino acid sequence and an MHC pseudo amino acid sequence, predict their binding affinity value. This is MHC class II binding data. (1) The peptide sequence is FDNIYSVNIERGLGL. The MHC is HLA-DQA10102-DQB10602 with pseudo-sequence HLA-DQA10102-DQB10602. The binding affinity (normalized) is 0.749. (2) The peptide sequence is EKKYFAATQFEWLAA. The MHC is DRB1_0701 with pseudo-sequence DRB1_0701. The binding affinity (normalized) is 0.934. (3) The peptide sequence is HYPLHLRYYRITYGE. The MHC is HLA-DPA10201-DPB10101 with pseudo-sequence HLA-DPA10201-DPB10101. The binding affinity (normalized) is 0.389. (4) The peptide sequence is NKIKQKTKQIGNRPG. The MHC is HLA-DQA10102-DQB10501 with pseudo-sequence HLA-DQA10102-DQB10501. The binding affinity (normalized) is 0. (5) The peptide sequence is EKKYFAATQFQPLAA. The MHC is HLA-DQA10101-DQB10501 with pseudo-sequence HLA-DQA10101-DQB10501. The binding affinity (normalized) is 0.242. (6) The binding affinity (normalized) is 0.359. The peptide sequence is TNTNPDQKCITALAS. The MHC is DRB1_0405 with pseudo-sequence DRB1_0405. (7) The peptide sequence is KAAVAAAASVPAADK. The MHC is DRB1_0401 with pseudo-sequence DRB1_0401. The binding affinity (normalized) is 0.378. (8) The peptide sequence is GRSYAADAGYAPATP. The MHC is DRB1_0701 with pseudo-sequence DRB1_0701. The binding affinity (normalized) is 0.0560. (9) The peptide sequence is KLTVVVGDTIGVLEQ. The MHC is DRB1_0301 with pseudo-sequence DRB1_0301. The binding affinity (normalized) is 0.676. (10) The peptide sequence is IGYGKATLECQVQTA. The MHC is DRB4_0101 with pseudo-sequence DRB4_0103. The binding affinity (normalized) is 0.403.